Dataset: Catalyst prediction with 721,799 reactions and 888 catalyst types from USPTO. Task: Predict which catalyst facilitates the given reaction. (1) Reactant: [C:1]([C:3]1[CH:8]=[CH:7][C:6]([N:9]2[CH:17]([CH:18]3[CH2:22][CH2:21][CH2:20][CH2:19]3)[CH:16]3[C:11]([C:12]4[CH:26]=[CH:25][C:24]([C:27]([O:29]CC)=[O:28])=[CH:23][C:13]=4[CH2:14][CH2:15]3)=[N:10]2)=[CH:5][C:4]=1[CH2:32][O:33][CH3:34])#[N:2].CO.[OH-].[Na+]. Product: [C:1]([C:3]1[CH:8]=[CH:7][C:6]([N:9]2[CH:17]([CH:18]3[CH2:19][CH2:20][CH2:21][CH2:22]3)[CH:16]3[C:11]([C:12]4[CH:26]=[CH:25][C:24]([C:27]([OH:29])=[O:28])=[CH:23][C:13]=4[CH2:14][CH2:15]3)=[N:10]2)=[CH:5][C:4]=1[CH2:32][O:33][CH3:34])#[N:2]. The catalyst class is: 7. (2) Reactant: P(Cl)(Cl)(Cl)=O.[CH2:6]1[C:12]2[CH:13]=[CH:14][CH:15]=[CH:16][C:11]=2[CH2:10][CH2:9][CH2:8][N:7]1[C:17](=O)[CH3:18].[NH2:20][C:21]1[CH:28]=[CH:27][CH:26]=[C:25]([Cl:29])[C:22]=1[C:23]#[N:24].C(=O)(O)[O-].[Na+]. Product: [Cl:29][C:25]1[CH:26]=[CH:27][CH:28]=[C:21]([N:20]=[C:17]([N:7]2[CH2:8][CH2:9][CH2:10][C:11]3[CH:16]=[CH:15][CH:14]=[CH:13][C:12]=3[CH2:6]2)[CH3:18])[C:22]=1[C:23]#[N:24]. The catalyst class is: 46. (3) Reactant: C(N(CC)CC)C.Cl.[NH2:9][C:10]1[CH:11]=[N:12][C:13]2[C:18]([C:19]=1[OH:20])=[CH:17][CH:16]=[C:15]([Br:21])[CH:14]=2.[C:22]([O:25][CH2:26][C:27](Cl)=[O:28])(=[O:24])[CH3:23]. Product: [C:22]([O:25][CH2:26][C:27](=[O:28])[NH:9][C:10]1[CH:11]=[N:12][C:13]2[C:18]([C:19]=1[OH:20])=[CH:17][CH:16]=[C:15]([Br:21])[CH:14]=2)(=[O:24])[CH3:23]. The catalyst class is: 46. (4) Reactant: [Cl:1][C:2]1[CH:3]=[C:4]([S:9]([C:12]2[CH:13]=[CH:14][C:15]3[O:24][C:23]4[CH2:22][CH2:21][NH:20][CH2:19][C:18]=4[C:16]=3[CH:17]=2)(=[O:11])=[O:10])[CH:5]=[C:6]([Cl:8])[CH:7]=1.Cl. Product: [ClH:1].[Cl:1][C:2]1[CH:3]=[C:4]([S:9]([C:12]2[CH:13]=[CH:14][C:15]3[O:24][C:23]4[CH2:22][CH2:21][NH:20][CH2:19][C:18]=4[C:16]=3[CH:17]=2)(=[O:11])=[O:10])[CH:5]=[C:6]([Cl:8])[CH:7]=1. The catalyst class is: 5.